Dataset: Reaction yield outcomes from USPTO patents with 853,638 reactions. Task: Predict the reaction yield, written as a fraction of the theoretical maximum amount of product (1.0 means a 100% yield; for example, 0.34 means a 34% yield). (1) The reactants are [Cl:1][C:2]1[CH:7]=[CH:6][CH:5]=[C:4]([CH:8]2[CH2:10][CH2:9]2)[C:3]=1[C:11]([N:13]1[C:21]2[C:16](=[N:17][CH:18]=[CH:19][CH:20]=2)[C:15](I)=[N:14]1)=[O:12].B([C:26]1[C:34]([F:35])=[CH:33][C:29]([C:30]([OH:32])=[O:31])=[CH:28][C:27]=1[F:36])(O)O.[F-].[K+].CCN(C(C)C)C(C)C. The yield is 0.0800. The product is [Cl:1][C:2]1[CH:7]=[CH:6][CH:5]=[C:4]([CH:8]2[CH2:10][CH2:9]2)[C:3]=1[C:11]([N:13]1[C:21]2[C:16](=[N:17][CH:18]=[CH:19][CH:20]=2)[C:15]([C:26]2[C:27]([F:36])=[CH:28][C:29]([C:30]([OH:32])=[O:31])=[CH:33][C:34]=2[F:35])=[N:14]1)=[O:12]. The catalyst is C1COCC1.C1C=CC(/C=C/C(/C=C/C2C=CC=CC=2)=O)=CC=1.C1C=CC(/C=C/C(/C=C/C2C=CC=CC=2)=O)=CC=1.C1C=CC(/C=C/C(/C=C/C2C=CC=CC=2)=O)=CC=1.[Pd].[Pd]. (2) The reactants are [Br:1][C:2]1[CH:3]=[C:4]([C:9]([CH:13]2[CH2:17][CH2:16][CH2:15][CH2:14]2)=[CH:10]OC)[C:5]([NH2:8])=[N:6][CH:7]=1.Cl(O)(=O)(=O)=O. The catalyst is O1CCOCC1. The product is [Br:1][C:2]1[CH:3]=[C:4]2[C:9]([CH:13]3[CH2:17][CH2:16][CH2:15][CH2:14]3)=[CH:10][NH:8][C:5]2=[N:6][CH:7]=1. The yield is 0.670. (3) The reactants are [NH2:1][C:2]1[CH:3]=[C:4]([C:8]2[C:16]3[C:11](=[CH:12][CH:13]=[C:14]([C:17]([NH2:19])=[O:18])[CH:15]=3)[N:10](C3CCCCO3)[N:9]=2)[CH:5]=[CH:6][CH:7]=1.[O:26]1[CH2:30][CH2:29][CH:28]([C:31](O)=[O:32])[CH2:27]1.CCN=C=NCCCN(C)C. No catalyst specified. The product is [O:26]1[CH2:30][CH2:29][CH:28]([C:31]([NH:1][C:2]2[CH:3]=[C:4]([C:8]3[C:16]4[C:11](=[CH:12][CH:13]=[C:14]([C:17]([NH2:19])=[O:18])[CH:15]=4)[NH:10][N:9]=3)[CH:5]=[CH:6][CH:7]=2)=[O:32])[CH2:27]1. The yield is 0.150. (4) The reactants are [CH3:1][O:2][C:3]1[CH:26]=[CH:25][C:6]([C:7]([C:9]2[CH:14]=[CH:13][CH:12]=[C:11]([C:15](=[O:24])[C:16]3[CH:21]=[CH:20][C:19]([O:22]C)=[CH:18][CH:17]=3)[CH:10]=2)=[O:8])=[CH:5][CH:4]=1.CSC.B(F)(F)F. The catalyst is ClCCl. The product is [OH:22][C:19]1[CH:18]=[CH:17][C:16]([C:15]([C:11]2[CH:12]=[CH:13][CH:14]=[C:9]([C:7](=[O:8])[C:6]3[CH:25]=[CH:26][C:3]([O:2][CH3:1])=[CH:4][CH:5]=3)[CH:10]=2)=[O:24])=[CH:21][CH:20]=1. The yield is 0.300. (5) The reactants are [C:1]([O:5][C:6](=[O:16])[NH:7][CH:8]1[CH2:14][CH2:13][CH2:12][NH:11][CH2:10][CH:9]1[OH:15])([CH3:4])([CH3:3])[CH3:2].C(N(CC)CC)C.[N:24]1[CH:29]=[CH:28][CH:27]=[CH:26][C:25]=1[S:30](Cl)(=[O:32])=[O:31]. The catalyst is C(Cl)Cl. The product is [C:1]([O:5][C:6](=[O:16])[NH:7][CH:8]1[CH2:14][CH2:13][CH2:12][N:11]([S:30]([C:25]2[CH:26]=[CH:27][CH:28]=[CH:29][N:24]=2)(=[O:32])=[O:31])[CH2:10][CH:9]1[OH:15])([CH3:4])([CH3:2])[CH3:3]. The yield is 0.680.